From a dataset of Reaction yield outcomes from USPTO patents with 853,638 reactions. Predict the reaction yield, written as a fraction of the theoretical maximum amount of product (1.0 means a 100% yield; for example, 0.34 means a 34% yield). (1) The reactants are [I-].[CH3:2][S+](C)(C)=O.[H-].[Na+].[F:9][C:10]([F:29])([F:28])[C:11](=[O:27])[CH2:12][C:13]([CH3:26])([C:15]1[C:23]2[O:22][CH2:21][CH2:20][C:19]=2[CH:18]=[C:17]([S:24][CH3:25])[CH:16]=1)[CH3:14].O. The catalyst is CS(C)=O. The product is [CH3:26][C:13]([C:15]1[C:23]2[O:22][CH2:21][CH2:20][C:19]=2[CH:18]=[C:17]([S:24][CH3:25])[CH:16]=1)([CH3:14])[CH2:12][C:11]1([C:10]([F:9])([F:28])[F:29])[CH2:2][O:27]1. The yield is 0.950. (2) The reactants are [Cl:1][C:2]1[CH:3]=[C:4]([C@@H:12]([CH2:16][CH:17]2[CH2:20][C:19](=[O:21])[CH2:18]2)[C:13]([OH:15])=O)[CH:5]=[CH:6][C:7]=1[S:8]([CH3:11])(=[O:10])=[O:9].C(Cl)(=O)C(Cl)=O.[CH3:28][O:29][C:30]([CH3:39])([CH3:38])[CH2:31][N:32]1[CH:36]=[CH:35][C:34]([NH2:37])=[N:33]1.N1C(C)=CC=CC=1C. The catalyst is C(Cl)Cl. The product is [Cl:1][C:2]1[CH:3]=[C:4]([C@@H:12]([CH2:16][CH:17]2[CH2:20][C:19](=[O:21])[CH2:18]2)[C:13]([NH:37][C:34]2[CH:35]=[CH:36][N:32]([CH2:31][C:30]([O:29][CH3:28])([CH3:38])[CH3:39])[N:33]=2)=[O:15])[CH:5]=[CH:6][C:7]=1[S:8]([CH3:11])(=[O:9])=[O:10]. The yield is 0.520. (3) The reactants are [Br:1][C:2]1[CH:7]=[C:6]([CH2:8]Br)[CH:5]=[CH:4][C:3]=1[O:10][CH3:11].CC1(C)C(C)(C)OB([C:20]2[CH:25]=[CH:24][C:23]([NH:26][C:27]([NH2:29])=[O:28])=[CH:22][CH:21]=2)O1.P([O-])([O-])([O-])=O.[K+].[K+].[K+].C(COC)OC. The catalyst is [Pd].C1(P(C2C=CC=CC=2)C2C=CC=CC=2)C=CC=CC=1.C1(P(C2C=CC=CC=2)C2C=CC=CC=2)C=CC=CC=1.C1(P(C2C=CC=CC=2)C2C=CC=CC=2)C=CC=CC=1.C1(P(C2C=CC=CC=2)C2C=CC=CC=2)C=CC=CC=1.O.C(O)C. The yield is 0.340. The product is [Br:1][C:2]1[CH:7]=[C:6]([CH:5]=[CH:4][C:3]=1[O:10][CH3:11])[CH2:8][C:20]1[CH:25]=[CH:24][C:23]([NH:26][C:27]([NH2:29])=[O:28])=[CH:22][CH:21]=1. (4) The reactants are COC([C:5]12[CH2:11][C:8]([C:12]([OH:14])=[O:13])([CH2:9][CH2:10]1)[CH2:7][CH2:6]2)=O.CC[N:17]([CH:21](C)C)C(C)C.C1C=CC([O:30]P(OC2C=CC=CC=2)(N=[N+]=[N-])=O)=CC=1.[CH2:43]([OH:50])[C:44]1[CH:49]=[CH:48][CH:47]=[CH:46][CH:45]=1. The catalyst is CO.C(OCC)(=O)C.C1(C)C=CC=CC=1. The yield is 0.910. The product is [CH2:43]([O:50][C:21]([NH:17][C:5]12[CH2:11][C:8]([C:12]([OH:14])=[O:13])([CH2:7][CH2:6]1)[CH2:9][CH2:10]2)=[O:30])[C:44]1[CH:49]=[CH:48][CH:47]=[CH:46][CH:45]=1. (5) The reactants are [N:1]([Sn](CCCC)(CCCC)CCCC)=[N+:2]=[N-:3].[CH3:17][O:18][C:19]([CH:21]1[CH2:26][CH2:25][CH:24]([C:27]#[N:28])[CH2:23][CH2:22]1)=[O:20]. The catalyst is O1CCOCC1. The product is [CH3:17][O:18][C:19]([CH:21]1[CH2:26][CH2:25][CH:24]([C:27]2[NH:3][N:2]=[N:1][N:28]=2)[CH2:23][CH2:22]1)=[O:20]. The yield is 0.520. (6) The reactants are [CH2:1]([N:8]1[C:12]([NH2:13])=[CH:11][CH:10]=[N:9]1)[C:2]1[CH:7]=[CH:6][CH:5]=[CH:4][CH:3]=1.[CH2:14]([O:16][C:17](=[O:28])[C:18](=[CH:24]OCC)[C:19]([O:21][CH2:22][CH3:23])=[O:20])[CH3:15]. No catalyst specified. The product is [CH2:14]([O:16][C:17](=[O:28])[C:18](=[CH:24][NH:13][C:12]1[N:8]([CH2:1][C:2]2[CH:3]=[CH:4][CH:5]=[CH:6][CH:7]=2)[N:9]=[CH:10][CH:11]=1)[C:19]([O:21][CH2:22][CH3:23])=[O:20])[CH3:15]. The yield is 0.750. (7) The reactants are [H-].[Na+].[CH2:3]([O:10][CH2:11][CH2:12][CH2:13][C@H:14]([OH:17])[CH2:15][OH:16])[C:4]1[CH:9]=[CH:8][CH:7]=[CH:6][CH:5]=1.[CH2:18](Br)[CH2:19][CH2:20][CH2:21][CH2:22][CH2:23][CH2:24][CH2:25][CH2:26][CH2:27][CH2:28][CH2:29][CH2:30][CH2:31][CH2:32][CH2:33][CH2:34][CH3:35]. The catalyst is CN(C=O)C. The product is [CH2:18]([O:17][C@H:14]([CH2:15][O:16][CH2:35][CH2:34][CH2:33][CH2:32][CH2:31][CH2:30][CH2:29][CH2:28][CH2:27][CH2:26][CH2:25][CH2:24][CH2:23][CH2:22][CH2:21][CH2:20][CH2:19][CH3:18])[CH2:13][CH2:12][CH2:11][O:10][CH2:3][C:4]1[CH:9]=[CH:8][CH:7]=[CH:6][CH:5]=1)[CH2:19][CH2:20][CH2:21][CH2:22][CH2:23][CH2:24][CH2:25][CH2:26][CH2:27][CH2:28][CH2:29][CH2:30][CH2:31][CH2:32][CH2:33][CH2:34][CH3:35]. The yield is 0.170. (8) The reactants are Br[CH2:2][C:3]1[CH:4]=[CH:5][C:6]2[C:7]([CH:11]=1)=[N:8][S:9][N:10]=2.C(O)C.[C-:15]#[N:16].[K+]. The catalyst is O. The product is [N:10]1[S:9][N:8]=[C:7]2[CH:11]=[C:3]([CH2:2][C:15]#[N:16])[CH:4]=[CH:5][C:6]=12. The yield is 0.470.